Dataset: Forward reaction prediction with 1.9M reactions from USPTO patents (1976-2016). Task: Predict the product of the given reaction. (1) Given the reactants [C:1](N(CC(O)=O)C)([O:3][C:4]([CH3:7])([CH3:6])[CH3:5])=[O:2].[NH2:14][C:15]1[CH:16]=[CH:17][C:18]2[O:22][C:21]([C:23]([O:25][CH2:26][CH3:27])=[O:24])=[CH:20][C:19]=2[CH:28]=1.CN(C([O:36]N1N=NC2C=CC=CC1=2)=[N+](C)C)C.[B-](F)(F)(F)F.C1C=CC2N(O)N=NC=2C=1.[CH2:61]([N:63]([CH2:66]C)CC)[CH3:62], predict the reaction product. The product is: [C:4]([O:3][C:1]([CH2:66][NH:63][CH2:61][C:62]([NH:14][C:15]1[CH:16]=[CH:17][C:18]2[O:22][C:21]([C:23]([O:25][CH2:26][CH3:27])=[O:24])=[CH:20][C:19]=2[CH:28]=1)=[O:36])=[O:2])([CH3:5])([CH3:6])[CH3:7]. (2) The product is: [OH:39][C@H:32]([C:52]1[CH:57]=[CH:56][CH:55]=[CH:54][CH:53]=1)[C@H:29]1[CH2:30][CH2:31][C@@H:27]([CH2:26][C:25]2[CH:47]=[CH:48][C:22]([NH:21][C:19](=[O:20])[C@@H:18]([NH:17][CH3:50])[CH3:49])=[CH:23][CH:24]=2)[N:28]1[C:40]([O:42][C:43]([CH3:46])([CH3:44])[CH3:45])=[O:41]. Given the reactants C1C2C(OC([N:17]([CH3:50])[C@@H:18]([CH3:49])[C:19]([NH:21][C:22]3[CH:48]=[CH:47][C:25]([CH2:26][C@@H:27]4[CH2:31][CH2:30][C@H:29]([C@H:32]([OH:39])C5C=NC=CC=5)[N:28]4[C:40]([O:42][C:43]([CH3:46])([CH3:45])[CH3:44])=[O:41])=[CH:24][CH:23]=3)=[O:20])=O)C3C(=CC=CC=3)C=2C=CC=1.N1[CH2:56][CH2:55][CH2:54][CH2:53][CH2:52]1.[CH2:57]1COCC1, predict the reaction product. (3) Given the reactants [CH3:1][O:2][C:3]([C:5]1[CH:10]=[C:9]([N+:11]([O-])=O)[CH:8]=[C:7]([C:14]([O:16][CH3:17])=[O:15])[CH:6]=1)=[O:4].CO.Cl, predict the reaction product. The product is: [CH3:17][O:16][C:14]([C:7]1[CH:8]=[C:9]([NH2:11])[CH:10]=[C:5]([C:3]([O:2][CH3:1])=[O:4])[CH:6]=1)=[O:15]. (4) Given the reactants [Cl:1][C:2]1[CH:7]=[C:6]([Cl:8])[CH:5]=[CH:4][C:3]=1[CH:9]1[CH:18]([C:19](O)=[O:20])[C:17]2[C:12](=[CH:13][CH:14]=[CH:15][CH:16]=2)[C:11](=[O:22])[N:10]1[CH:23]1[CH2:28][CH2:27][CH2:26][CH2:25][CH:24]1[NH:29][S:30]([CH3:33])(=[O:32])=[O:31].[C:34]1([CH2:40][S:41]([NH2:44])(=[O:43])=[O:42])[CH:39]=[CH:38][CH:37]=[CH:36][CH:35]=1.CCN=C=NCCCN(C)C.Cl.Cl, predict the reaction product. The product is: [CH2:40]([S:41]([NH:44][C:19]([CH:18]1[C:17]2[C:12](=[CH:13][CH:14]=[CH:15][CH:16]=2)[C:11](=[O:22])[N:10]([CH:23]2[CH2:28][CH2:27][CH2:26][CH2:25][CH:24]2[NH:29][S:30]([CH3:33])(=[O:32])=[O:31])[CH:9]1[C:3]1[CH:4]=[CH:5][C:6]([Cl:8])=[CH:7][C:2]=1[Cl:1])=[O:20])(=[O:43])=[O:42])[C:34]1[CH:39]=[CH:38][CH:37]=[CH:36][CH:35]=1.